Dataset: Catalyst prediction with 721,799 reactions and 888 catalyst types from USPTO. Task: Predict which catalyst facilitates the given reaction. (1) Reactant: C(OC[O:5][C:6]1[CH:11]=[CH:10][C:9]([O:12][CH3:13])=[C:8]([O:14]COCC)[C:7]=1[CH3:19])C.Cl.O. Product: [CH3:13][O:12][C:9]1[CH:10]=[CH:11][C:6]([OH:5])=[C:7]([CH3:19])[C:8]=1[OH:14]. The catalyst class is: 5. (2) Reactant: [O:1]1[C:10]2[CH:9]=[C:8]([CH2:11][NH:12][CH:13]3[CH2:18][CH2:17][N:16]([CH2:19][CH2:20][N:21]4[C:30]5[C:25](=[CH:26][CH:27]=[C:28]([F:31])[CH:29]=5)[N:24]=[CH:23][C:22]4=[O:32])[CH2:15][CH2:14]3)[N:7]=[CH:6][C:5]=2[O:4][CH2:3][CH2:2]1.[ClH:33].C(OCC)(=O)C. Product: [ClH:33].[O:1]1[C:10]2[CH:9]=[C:8]([CH2:11][NH:12][CH:13]3[CH2:18][CH2:17][N:16]([CH2:19][CH2:20][N:21]4[C:30]5[C:25](=[CH:26][CH:27]=[C:28]([F:31])[CH:29]=5)[N:24]=[CH:23][C:22]4=[O:32])[CH2:15][CH2:14]3)[N:7]=[CH:6][C:5]=2[O:4][CH2:3][CH2:2]1. The catalyst class is: 22. (3) Reactant: [CH3:1][C:2]1[CH:7]=[CH:6][C:5]([C:8]2[N:9]([C:18]3[CH:23]=[CH:22][C:21]([S:24]([CH3:27])(=[O:26])=[O:25])=[CH:20][CH:19]=3)[CH2:10][C:11](O)([C:13]([F:16])([F:15])[F:14])[N:12]=2)=[CH:4][N:3]=1.O.C1(C)C=CC(S(O)(=O)=O)=CC=1. The catalyst class is: 11. Product: [CH3:1][C:2]1[CH:7]=[CH:6][C:5]([C:8]2[N:9]([C:18]3[CH:23]=[CH:22][C:21]([S:24]([CH3:27])(=[O:26])=[O:25])=[CH:20][CH:19]=3)[CH:10]=[C:11]([C:13]([F:15])([F:16])[F:14])[N:12]=2)=[CH:4][N:3]=1. (4) Reactant: C[N:2]([CH:4]=[C:5]([C:10](=[O:14])[CH2:11][O:12][CH3:13])[C:6]([O:8][CH3:9])=[O:7])C.Cl.NO. Product: [CH3:13][O:12][CH2:11][C:10]1[O:14][N:2]=[CH:4][C:5]=1[C:6]([O:8][CH3:9])=[O:7]. The catalyst class is: 5.